Dataset: Full USPTO retrosynthesis dataset with 1.9M reactions from patents (1976-2016). Task: Predict the reactants needed to synthesize the given product. (1) The reactants are: CO.[BH4-].[Li+].[C:5]([O:9][C:10]([N:12]1[CH2:16][CH:15]=[CH:14][C@H:13]1[CH2:17][C:18](OC)=[O:19])=[O:11])([CH3:8])([CH3:7])[CH3:6].O. Given the product [C:5]([O:9][C:10]([N:12]1[CH2:16][CH:15]=[CH:14][C@H:13]1[CH2:17][CH2:18][OH:19])=[O:11])([CH3:8])([CH3:7])[CH3:6], predict the reactants needed to synthesize it. (2) Given the product [Cl:35][C:34]1[CH:33]=[CH:32][CH:31]=[C:30]([Cl:36])[C:29]=1[C:27]([NH:26][C@H:25]([C:37]([OH:39])=[O:38])[CH2:24][C:21]1[CH:22]=[N:23][C:18]([CH2:17][CH2:16][CH2:15][C:13]2[CH:12]=[CH:11][CH:10]=[C:9]([NH:8][CH3:6])[N:14]=2)=[CH:19][CH:20]=1)=[O:28], predict the reactants needed to synthesize it. The reactants are: C(O[C:6]([N:8](C)[C:9]1[N:14]=[C:13]([CH2:15][CH2:16][CH2:17][C:18]2[N:23]=[CH:22][C:21]([CH2:24][C@@H:25]([C:37]([O:39]C(C)(C)C)=[O:38])[NH:26][C:27]([C:29]3[C:34]([Cl:35])=[CH:33][CH:32]=[CH:31][C:30]=3[Cl:36])=[O:28])=[CH:20][CH:19]=2)[CH:12]=[CH:11][CH:10]=1)=O)(C)(C)C. (3) Given the product [N:19]1([CH2:17][N:9]2[C:10]3[C:15](=[CH:14][CH:13]=[CH:12][CH:11]=3)[C:7](=[CH:6][C:2]3[NH:1][CH:5]=[CH:4][CH:3]=3)[C:8]2=[O:16])[CH2:24][CH2:23][O:22][CH2:21][CH2:20]1, predict the reactants needed to synthesize it. The reactants are: [NH:1]1[CH:5]=[CH:4][CH:3]=[C:2]1/[CH:6]=[C:7]1\[C:8](=[O:16])[NH:9][C:10]2[C:15]\1=[CH:14][CH:13]=[CH:12][CH:11]=2.[CH2:17]=O.[NH:19]1[CH2:24][CH2:23][O:22][CH2:21][CH2:20]1.